Dataset: Forward reaction prediction with 1.9M reactions from USPTO patents (1976-2016). Task: Predict the product of the given reaction. (1) Given the reactants [NH2:1][C:2]1[CH:7]=[CH:6][CH:5]=[CH:4][CH:3]=1.C[Al](C)C.[Br:12][C:13]1[CH:17]=[CH:16][N:15]([S:18]([C:21]2[CH:26]=[CH:25][CH:24]=[CH:23][CH:22]=2)(=[O:20])=[O:19])[C:14]=1[C:27](OC)=[O:28].O.O.C(C(C(C([O-])=O)O)O)([O-])=O.[Na+].[Na+], predict the reaction product. The product is: [Br:12][C:13]1[CH:17]=[CH:16][N:15]([S:18]([C:21]2[CH:26]=[CH:25][CH:24]=[CH:23][CH:22]=2)(=[O:20])=[O:19])[C:14]=1[C:27]([NH:1][C:2]1[CH:7]=[CH:6][CH:5]=[CH:4][CH:3]=1)=[O:28]. (2) Given the reactants F[C:2]1[CH:7]=[C:6]([F:8])[CH:5]=[CH:4][C:3]=1[N+:9]([O-:11])=[O:10].[C@@H:12]1([OH:19])[CH2:17][CH2:16][CH2:15][CH2:14][C@@H:13]1[OH:18].C[Si]([N-][Si](C)(C)C)(C)C.[Li+], predict the reaction product. The product is: [F:8][C:6]1[CH:5]=[CH:4][C:3]([N+:9]([O-:11])=[O:10])=[C:2]([O:18][C@@H:13]2[CH2:14][CH2:15][CH2:16][CH2:17][C@@H:12]2[OH:19])[CH:7]=1. (3) Given the reactants C(OC(=O)[NH:7][C:8]([C:11](=[O:43])[NH:12][C@H:13]([CH2:34][O:35][CH2:36][C:37]1[CH:42]=[CH:41][CH:40]=[CH:39][CH:38]=1)[C:14]([N:16]1[CH2:21][CH2:20][CH:19]2[O:22][C:23](=[O:26])[N:24]([CH3:25])[C:18]2([CH2:27][C:28]2[CH:33]=[CH:32][CH:31]=[CH:30][N:29]=2)[CH2:17]1)=[O:15])([CH3:10])[CH3:9])(C)(C)C.C(N(CC)CC)C.ON1C2N=CC=CC=2N=N1.[Cl:62]CCl, predict the reaction product. The product is: [ClH:62].[NH2:7][C:8]([CH3:10])([CH3:9])[C:11]([NH:12][C@H:13]([CH2:34][O:35][CH2:36][C:37]1[CH:38]=[CH:39][CH:40]=[CH:41][CH:42]=1)[C:14]([N:16]1[CH2:21][CH2:20][CH:19]2[O:22][C:23](=[O:26])[N:24]([CH3:25])[C:18]2([CH2:27][C:28]2[CH:33]=[CH:32][CH:31]=[CH:30][N:29]=2)[CH2:17]1)=[O:15])=[O:43]. (4) The product is: [CH3:8][Si:9]([C:12]#[C:13][C:15]1[O:16][C:17]2[CH:23]=[CH:22][CH:21]=[CH:20][C:18]=2[N:19]=1)([CH3:11])[CH3:10]. Given the reactants C(N(CC)CC)C.[CH3:8][Si:9]([C:12]#[CH:13])([CH3:11])[CH3:10].Cl[C:15]1[O:16][C:17]2[CH:23]=[CH:22][CH:21]=[CH:20][C:18]=2[N:19]=1, predict the reaction product. (5) Given the reactants C(OC([N:8]1[CH:12]=[C:11](B(O)O)[CH:10]=[N:9]1)=O)(C)(C)C.P([O-])([O-])([O-])=O.[K+].[K+].[K+].FC(F)(F)C(O)=O.Br[C:32]1[N:36]2[CH:37]=[C:38]([CH3:50])[CH:39]=[C:40]([O:41][CH2:42][C:43]3[C:48]([F:49])=[CH:47][CH:46]=[CH:45][N:44]=3)[C:35]2=[N:34][C:33]=1[CH3:51], predict the reaction product. The product is: [F:49][C:48]1[C:43]([CH2:42][O:41][C:40]2[C:35]3[N:36]([C:32]([C:11]4[CH:12]=[N:8][NH:9][CH:10]=4)=[C:33]([CH3:51])[N:34]=3)[CH:37]=[C:38]([CH3:50])[CH:39]=2)=[N:44][CH:45]=[CH:46][CH:47]=1. (6) Given the reactants [F:1][C:2]([F:39])([F:38])[CH2:3][N:4]1[C:8]2[N:9]=[C:10]([C:19]3[CH:24]=[CH:23][C:22]([NH:25][C:26]([NH:28][C:29]4[CH:37]=[CH:36][C:32]([C:33](O)=[O:34])=[CH:31][CH:30]=4)=[O:27])=[CH:21][CH:20]=3)[N:11]=[C:12]([N:13]3[CH2:18][CH2:17][O:16][CH2:15][CH2:14]3)[C:7]=2[CH:6]=[CH:5]1.[CH3:40][N:41]([CH3:45])[CH2:42][CH2:43][NH2:44], predict the reaction product. The product is: [CH3:40][N:41]([CH3:45])[CH2:42][CH2:43][NH:44][C:33](=[O:34])[C:32]1[CH:31]=[CH:30][C:29]([NH:28][C:26](=[O:27])[NH:25][C:22]2[CH:23]=[CH:24][C:19]([C:10]3[N:11]=[C:12]([N:13]4[CH2:18][CH2:17][O:16][CH2:15][CH2:14]4)[C:7]4[CH:6]=[CH:5][N:4]([CH2:3][C:2]([F:38])([F:39])[F:1])[C:8]=4[N:9]=3)=[CH:20][CH:21]=2)=[CH:37][CH:36]=1. (7) Given the reactants C1(C)C=CC=CC=1.[CH3:8][CH:9]([CH:11]([N:18]([O])[C:19]([CH3:22])([CH3:21])[CH3:20])[C:12]1[CH:17]=[CH:16][CH:15]=[CH:14][CH:13]=1)[CH3:10].[CH:24]([C:26]1[CH:33]=[CH:32][C:29]([CH2:30][Cl:31])=[CH:28][CH:27]=1)=[CH2:25].[BH4-].[Na+].C([OH:38])C, predict the reaction product. The product is: [C:19]([N:18]([CH:11]([C:12]1[CH:17]=[CH:16][CH:15]=[CH:14][CH:13]=1)[CH:9]([CH3:10])[CH3:8])[O:38][CH:24]([C:26]1[CH:33]=[CH:32][C:29]([CH2:30][Cl:31])=[CH:28][CH:27]=1)[CH3:25])([CH3:22])([CH3:21])[CH3:20].